Dataset: Reaction yield outcomes from USPTO patents with 853,638 reactions. Task: Predict the reaction yield, written as a fraction of the theoretical maximum amount of product (1.0 means a 100% yield; for example, 0.34 means a 34% yield). (1) The reactants are [CH2:1]([C@@H:8]1[NH:13][CH2:12][CH2:11][N:10]([C:14]2[CH:19]=[CH:18][C:17]([O:20][CH3:21])=[C:16]([O:22][CH:23]3[CH2:27][CH2:26][CH2:25][CH2:24]3)[CH:15]=2)[CH2:9]1)[C:2]1[CH:7]=[CH:6][CH:5]=[CH:4][CH:3]=1.[S:28]1[CH:32]=[CH:31][CH:30]=[C:29]1[C:33](=[O:37])[C:34](O)=[O:35].C1CCC(N=C=NC2CCCCC2)CC1. The catalyst is C(Cl)Cl.CN(C)C1C=CN=CC=1. The product is [CH2:1]([C@H:8]1[CH2:9][N:10]([C:14]2[CH:19]=[CH:18][C:17]([O:20][CH3:21])=[C:16]([O:22][CH:23]3[CH2:27][CH2:26][CH2:25][CH2:24]3)[CH:15]=2)[CH2:11][CH2:12][N:13]1[C:34](=[O:35])[C:33]([C:29]1[S:28][CH:32]=[CH:31][CH:30]=1)=[O:37])[C:2]1[CH:3]=[CH:4][CH:5]=[CH:6][CH:7]=1. The yield is 0.930. (2) The reactants are [Br:1][C:2]1[C:3]([F:12])=[C:4]2[C:10]([NH2:11])=[CH:9][NH:8][C:5]2=[N:6][CH:7]=1.[F:13][C:14]([F:25])([F:24])[C:15]1[CH:16]=[C:17]([CH:21]=[CH:22][CH:23]=1)[C:18](O)=[O:19].C1N(P(Cl)(N2C(=O)OCC2)=O)C(=O)OC1.C(N(CC)CC)C. The catalyst is C(Cl)Cl. The product is [Br:1][C:2]1[C:3]([F:12])=[C:4]2[C:10]([NH:11][C:18](=[O:19])[C:17]3[CH:21]=[CH:22][CH:23]=[C:15]([C:14]([F:13])([F:24])[F:25])[CH:16]=3)=[CH:9][NH:8][C:5]2=[N:6][CH:7]=1. The yield is 0.710. (3) The reactants are Cl[C:2]1[S:3][C:4]2[CH:10]=[C:9]([O:11][C:12]([F:15])([F:14])[F:13])[CH:8]=[CH:7][C:5]=2[N:6]=1.[Br:16][C:17]1[CH:23]=[CH:22][C:20]([NH2:21])=[C:19]([F:24])[CH:18]=1. The catalyst is C(O)CCC.O1CCOCC1. The product is [Br:16][C:17]1[CH:23]=[CH:22][C:20]([NH:21][C:2]2[S:3][C:4]3[CH:10]=[C:9]([O:11][C:12]([F:15])([F:14])[F:13])[CH:8]=[CH:7][C:5]=3[N:6]=2)=[C:19]([F:24])[CH:18]=1. The yield is 0.580. (4) The yield is 0.953. The catalyst is CN(C=O)C.O. The reactants are [CH3:1][N:2]1[CH2:7][CH2:6][CH:5]([N:8]2[CH2:14][CH2:13][CH2:12][CH2:11][C:10]3[CH:15]=[CH:16][CH:17]=[CH:18][C:9]2=3)[CH2:4][CH2:3]1.C1C(=O)N([Br:26])C(=O)C1. The product is [Br:26][C:16]1[CH:17]=[CH:18][C:9]2[N:8]([CH:5]3[CH2:4][CH2:3][N:2]([CH3:1])[CH2:7][CH2:6]3)[CH2:14][CH2:13][CH2:12][CH2:11][C:10]=2[CH:15]=1. (5) The reactants are [CH:1]([C@H:14]1[CH2:20][C@H:19]2[C@H:17]([O:18]2)[CH2:16][O:15]1)([C:8]1[CH:13]=[CH:12][CH:11]=[CH:10][CH:9]=1)[C:2]1[CH:7]=[CH:6][CH:5]=[CH:4][CH:3]=1.[CH3:21][O:22][C:23]1[CH:30]=[CH:29][C:26]([CH2:27][NH2:28])=[CH:25][CH:24]=1. The catalyst is C(O)C. The product is [CH:1]([C@H:14]1[CH2:20][C@H:19]([OH:18])[C@@H:17]([NH:28][CH2:27][C:26]2[CH:29]=[CH:30][C:23]([O:22][CH3:21])=[CH:24][CH:25]=2)[CH2:16][O:15]1)([C:8]1[CH:13]=[CH:12][CH:11]=[CH:10][CH:9]=1)[C:2]1[CH:3]=[CH:4][CH:5]=[CH:6][CH:7]=1. The yield is 0.800. (6) The yield is 0.870. The product is [I:2][C:10]1[CH:15]=[C:14]([CH3:16])[CH:13]=[C:12]([O:17][CH3:18])[CH:11]=1. The reactants are [Na+].[I-:2].CNCCNC.Br[C:10]1[CH:15]=[C:14]([CH3:16])[CH:13]=[C:12]([O:17][CH3:18])[CH:11]=1. The catalyst is O1CCOCC1. (7) The reactants are C[O:2][C:3](=[O:33])[C@@H:4]([NH:9][C:10]([C:12]1[O:16][N:15]=[C:14]([C:17]2[CH:22]=[CH:21][C:20]([NH:23][C:24]([NH:26][CH:27]3[CH2:32][CH2:31][CH2:30][CH2:29][CH2:28]3)=[O:25])=[CH:19][CH:18]=2)[CH:13]=1)=[O:11])[CH2:5][CH:6]([CH3:8])[CH3:7].[K+].[Br-]. No catalyst specified. The product is [CH:27]1([NH:26][C:24](=[O:25])[NH:23][C:20]2[CH:21]=[CH:22][C:17]([C:14]3[CH:13]=[C:12]([C:10]([NH:9][C@@H:4]([CH2:5][CH:6]([CH3:7])[CH3:8])[C:3]([OH:33])=[O:2])=[O:11])[O:16][N:15]=3)=[CH:18][CH:19]=2)[CH2:28][CH2:29][CH2:30][CH2:31][CH2:32]1. The yield is 0.707. (8) The reactants are [C:1]([C:9]1[CH:10]=[C:11]([CH:20]=[CH:21][CH:22]=1)[CH:12]([OH:19])[C:13]1[CH:18]=[CH:17][CH:16]=[CH:15][CH:14]=1)(=O)[C:2]1[CH:7]=[CH:6][CH:5]=[CH:4][CH:3]=1.[NH2:23][NH:24][C:25]([NH2:27])=[S:26]. The catalyst is O1CCCC1.C1(C)C=CC(S(O)(=O)=O)=CC=1. The product is [C:1](=[N:23][NH:24][C:25]([NH2:27])=[S:26])([C:9]1[CH:10]=[C:11]([CH:20]=[CH:21][CH:22]=1)[CH:12]([OH:19])[C:13]1[CH:18]=[CH:17][CH:16]=[CH:15][CH:14]=1)[C:2]1[CH:7]=[CH:6][CH:5]=[CH:4][CH:3]=1. The yield is 0.570. (9) The reactants are [CH3:1][CH:2]([CH3:20])[CH2:3][CH:4]([N:8]1[C:16]2[C:11](=[CH:12][C:13]([CH3:17])=[CH:14][CH:15]=2)[C:10](=O)[C:9]1=[O:19])[C:5]([OH:7])=[O:6].O.NN. No catalyst specified. The product is [CH3:1][CH:2]([CH3:20])[CH2:3][CH:4]([N:8]1[C:16]2[C:11](=[CH:12][C:13]([CH3:17])=[CH:14][CH:15]=2)[CH2:10][C:9]1=[O:19])[C:5]([OH:7])=[O:6]. The yield is 0.880. (10) The reactants are C([O:3][C:4]([C:6]1[C:11]([Cl:12])=[CH:10][C:9](=[O:13])[N:8]([CH3:14])[CH:7]=1)=[O:5])C.C1COCC1.[Li+].[OH-].Cl. The catalyst is CO. The product is [Cl:12][C:11]1[C:6]([C:4]([OH:5])=[O:3])=[CH:7][N:8]([CH3:14])[C:9](=[O:13])[CH:10]=1. The yield is 0.910.